This data is from Catalyst prediction with 721,799 reactions and 888 catalyst types from USPTO. The task is: Predict which catalyst facilitates the given reaction. (1) Reactant: [CH3:1][C:2]1[CH:7]=[CH:6][C:5]([CH2:8]O)=[CH:4][C:3]=1[S:10]([CH3:13])(=[O:12])=[O:11].C1(P([N:28]=[N+:29]=[N-:30])(C2C=CC=CC=2)=O)C=CC=CC=1.N12CCCN=C1CCCCC2. Product: [N:28]([CH2:8][C:5]1[CH:6]=[CH:7][C:2]([CH3:1])=[C:3]([S:10]([CH3:13])(=[O:12])=[O:11])[CH:4]=1)=[N+:29]=[N-:30]. The catalyst class is: 11. (2) Reactant: [NH2:1][C@@H:2]([C:6]([OH:8])=[O:7])[C@H:3]([CH3:5])[OH:4].C([O-])(O)=O.[Na+].[CH2:14]([O:21][C:22](N1C=CC=CC1=O)=[O:23])[CH2:15][CH2:16][CH2:17][CH2:18][CH2:19][CH3:20]. Product: [OH:4][C@@H:3]([CH3:5])[C@@H:2]([NH:1][C:22]([O:21][CH2:14][CH2:15][CH2:16][CH2:17][CH2:18][CH2:19][CH3:20])=[O:23])[C:6]([OH:8])=[O:7]. The catalyst class is: 90. (3) Reactant: Br[C:2]1[CH:7]=[CH:6][C:5]([C:8]2[N:9]=[C:10]([C@@H:13]3[CH2:25][N:23]4[C:24]5[CH:16]([C@@H:17]([NH:26][C:27](=[O:30])[O:28][CH3:29])[CH2:18][CH2:19][C:20]=5[CH:21]=[CH:22]4)[C:15](=[O:31])[CH2:14]3)[NH:11][CH:12]=2)=[CH:4][CH:3]=1.[B:32]1([B:32]2[O:36][C:35]([CH3:38])([CH3:37])[C:34]([CH3:40])([CH3:39])[O:33]2)[O:36][C:35]([CH3:38])([CH3:37])[C:34]([CH3:40])([CH3:39])[O:33]1.C([O-])(=O)C.[K+]. Product: [O:31]=[C:15]1[CH:16]2[C:24]3[N:23]([CH:22]=[CH:21][C:20]=3[CH2:19][CH2:18][C@@H:17]2[NH:26][C:27](=[O:30])[O:28][CH3:29])[CH2:25][C@@H:13]([C:10]2[NH:11][CH:12]=[C:8]([C:5]3[CH:6]=[CH:7][C:2]([B:32]4[O:36][C:35]([CH3:38])([CH3:37])[C:34]([CH3:40])([CH3:39])[O:33]4)=[CH:3][CH:4]=3)[N:9]=2)[CH2:14]1. The catalyst class is: 75. (4) Reactant: C([O:8][C:9]1[CH:18]=[C:17]2[C:12]([C:13]([O:19][C:20]3[CH:21]=[CH:22][C:23]4[NH:28][CH2:27][CH2:26][O:25][C:24]=4[CH:29]=3)=[CH:14][CH:15]=[N:16]2)=[CH:11][C:10]=1[O:30][CH3:31])C1C=CC=CC=1. Product: [O:25]1[CH2:26][CH2:27][NH:28][C:23]2[CH:22]=[CH:21][C:20]([O:19][C:13]3[C:12]4[C:17](=[CH:18][C:9]([OH:8])=[C:10]([O:30][CH3:31])[CH:11]=4)[N:16]=[CH:15][CH:14]=3)=[CH:29][C:24]1=2. The catalyst class is: 29. (5) Reactant: [Br:1][C:2]1[CH:10]=[CH:9][C:8]2[N:7]([C@@H]3C[C@H](C)CC[C@H]3C(C)C)[C:6]3[CH2:21][CH:22]4[NH:26][CH:25]([C:5]=3[C:4]=2[C:3]=1[C:27]([O:29][C:30]([CH3:33])([CH3:32])[CH3:31])=[O:28])[CH2:24][CH2:23]4.O.[OH-].[Li+]. Product: [Br:1][C:2]1[CH:10]=[CH:9][C:8]2[NH:7][C:6]3[CH2:21][CH:22]4[NH:26][CH:25]([C:5]=3[C:4]=2[C:3]=1[C:27]([O:29][C:30]([CH3:33])([CH3:32])[CH3:31])=[O:28])[CH2:24][CH2:23]4. The catalyst class is: 193. (6) Reactant: [CH3:1][O:2][C:3]1[CH:4]=[C:5]2[C:10](=[CH:11][C:12]=1[O:13][CH3:14])[N:9]=[CH:8][N:7]=[C:6]2[CH:15]1[CH2:20][CH2:19][NH:18][CH2:17][CH2:16]1.[N+](C1C=CC([O:30][C:31](=O)[NH:32][C:33]2[CH:34]=[N:35][C:36]([O:39][CH:40]3[CH2:44][CH2:43][CH2:42][CH2:41]3)=[CH:37][CH:38]=2)=CC=1)([O-])=O. Product: [CH:40]1([O:39][C:36]2[N:35]=[CH:34][C:33]([NH:32][C:31]([N:18]3[CH2:19][CH2:20][CH:15]([C:6]4[C:5]5[C:10](=[CH:11][C:12]([O:13][CH3:14])=[C:3]([O:2][CH3:1])[CH:4]=5)[N:9]=[CH:8][N:7]=4)[CH2:16][CH2:17]3)=[O:30])=[CH:38][CH:37]=2)[CH2:41][CH2:42][CH2:43][CH2:44]1. The catalyst class is: 2. (7) Reactant: [N+:1]([O-:4])([O-])=O.[Na+].C(O)(=O)C(O)=O.[N:12]([CH2:15][CH2:16][NH:17][CH2:18][CH2:19][N:20]=[N+:21]=[N-:22])=[N+:13]=[N-:14].CCCCCC. Product: [N:20]([CH2:19][CH2:18][N:17]([CH2:16][CH2:15][N:12]=[N+:13]=[N-:14])[N:1]=[O:4])=[N+:21]=[N-:22]. The catalyst class is: 2. (8) The catalyst class is: 12. Reactant: Br[C:2]1[CH:3]=[C:4]2[CH:10]=[C:9](C3C(F)=CC=CC=3Cl)[NH:8][C:5]2=[N:6][CH:7]=1.[B:19]1([B:19]2[O:23][C:22]([CH3:25])([CH3:24])[C:21]([CH3:27])([CH3:26])[O:20]2)[O:23][C:22]([CH3:25])([CH3:24])[C:21]([CH3:27])([CH3:26])[O:20]1.C([O-])(=O)C.[K+]. Product: [CH3:26][C:21]1([CH3:27])[C:22]([CH3:25])([CH3:24])[O:23][B:19]([C:2]2[CH:3]=[C:4]3[CH:10]=[CH:9][NH:8][C:5]3=[N:6][CH:7]=2)[O:20]1. (9) Reactant: [F:1][C:2]1[CH:9]=[CH:8][C:5]([CH:6]=O)=[CH:4][C:3]=1[N+:10]([O-:12])=[O:11].C(O)(=O)C.[NH:17]1[CH2:22][CH2:21][CH2:20][CH2:19][CH2:18]1.C(O[BH-](OC(=O)C)OC(=O)C)(=O)C.[Na+].Cl. Product: [F:1][C:2]1[CH:9]=[CH:8][C:5]([CH2:6][N:17]2[CH2:22][CH2:21][CH2:20][CH2:19][CH2:18]2)=[CH:4][C:3]=1[N+:10]([O-:12])=[O:11]. The catalyst class is: 2. (10) Reactant: [CH3:1][C:2]1[C:10]2[O:9][CH:8]=[CH:7][C:6]=2[CH:5]=[C:4]([N+:11]([O-:13])=[O:12])[CH:3]=1.C(OOC(=O)C1C=CC=CC=1)(=O)C1C=CC=CC=1.C1C(=O)N([Br:39])C(=O)C1. Product: [Br:39][CH2:1][C:2]1[C:10]2[O:9][CH:8]=[CH:7][C:6]=2[CH:5]=[C:4]([N+:11]([O-:13])=[O:12])[CH:3]=1. The catalyst class is: 53.